Task: Regression/Classification. Given a drug SMILES string, predict its absorption, distribution, metabolism, or excretion properties. Task type varies by dataset: regression for continuous measurements (e.g., permeability, clearance, half-life) or binary classification for categorical outcomes (e.g., BBB penetration, CYP inhibition). Dataset: cyp2d6_veith.. Dataset: CYP2D6 inhibition data for predicting drug metabolism from PubChem BioAssay (1) The drug is COc1ccc(/C=C2/S/C(=N/N=C3\CC4CCC3(C)C4(C)C)NC2=O)cc1. The result is 0 (non-inhibitor). (2) The drug is Cc1ccc(Nc2c([N+](=O)[O-])ccc3c2=NC2(CCCCC2)N=3)cc1. The result is 1 (inhibitor).